Predict which catalyst facilitates the given reaction. From a dataset of Catalyst prediction with 721,799 reactions and 888 catalyst types from USPTO. (1) Reactant: [CH3:1][O:2][C:3]1[CH:8]=[CH:7][C:6]([C:9](=[O:83])[NH:10][CH2:11][CH2:12][NH:13][C:14](=[O:82])[C@H:15]([NH:64]C(=O)OCC2C3C=CC=CC=3C3C2=CC=CC=3)[CH2:16][C:17](=[O:63])[N:18]([CH2:41][CH2:42][CH2:43][O:44][CH2:45][CH2:46][CH2:47][CH2:48][CH2:49][CH2:50][CH2:51][CH2:52]/[CH:53]=[CH:54]\[CH2:55][CH2:56][CH2:57][CH2:58][CH2:59][CH2:60][CH2:61][CH3:62])[CH2:19][CH2:20][CH2:21][O:22][CH2:23][CH2:24][CH2:25][CH2:26][CH2:27][CH2:28][CH2:29][CH2:30]/[CH:31]=[CH:32]\[CH2:33][CH2:34][CH2:35][CH2:36][CH2:37][CH2:38][CH2:39][CH3:40])=[CH:5][CH:4]=1. Product: [NH2:64][C@H:15]([CH2:16][C:17]([N:18]([CH2:41][CH2:42][CH2:43][O:44][CH2:45][CH2:46][CH2:47][CH2:48][CH2:49][CH2:50][CH2:51][CH2:52]/[CH:53]=[CH:54]\[CH2:55][CH2:56][CH2:57][CH2:58][CH2:59][CH2:60][CH2:61][CH3:62])[CH2:19][CH2:20][CH2:21][O:22][CH2:23][CH2:24][CH2:25][CH2:26][CH2:27][CH2:28][CH2:29][CH2:30]/[CH:31]=[CH:32]\[CH2:33][CH2:34][CH2:35][CH2:36][CH2:37][CH2:38][CH2:39][CH3:40])=[O:63])[C:14]([NH:13][CH2:12][CH2:11][NH:10][C:9](=[O:83])[C:6]1[CH:7]=[CH:8][C:3]([O:2][CH3:1])=[CH:4][CH:5]=1)=[O:82]. The catalyst class is: 68. (2) Reactant: Br[C:2]1[CH:7]=[CH:6][CH:5]=[CH:4][C:3]=1[C:8]1[CH:9]=[CH:10][C:11]2[N:12]([C:21]3[CH:26]=[CH:25][CH:24]=[CH:23][CH:22]=3)[C:13]3[C:18]([C:19]=2[CH:20]=1)=[CH:17][CH:16]=[CH:15][CH:14]=3.C([Li])CCC.[Br:32][C:33]1[CH:45]=[CH:44][C:43]2[C:42]3[C:37](=[CH:38][C:39]([Br:46])=[CH:40][CH:41]=3)[C:36](=[O:47])[C:35]=2[CH:34]=1. Product: [Br:32][C:33]1[CH:45]=[CH:44][C:43]2[C:42]3[C:37](=[CH:38][C:39]([Br:46])=[CH:40][CH:41]=3)[C:36]([C:2]3[CH:7]=[CH:6][CH:5]=[CH:4][C:3]=3[C:8]3[CH:9]=[CH:10][C:11]4[N:12]([C:21]5[CH:22]=[CH:23][CH:24]=[CH:25][CH:26]=5)[C:13]5[C:18]([C:19]=4[CH:20]=3)=[CH:17][CH:16]=[CH:15][CH:14]=5)([OH:47])[C:35]=2[CH:34]=1. The catalyst class is: 1. (3) Reactant: [Cl:1][C:2]1[CH:3]=[C:4]([CH2:9][CH2:10][CH2:11][NH:12]C(=O)OC(C)(C)C)[CH:5]=[CH:6][C:7]=1[Cl:8].CCOCC. Product: [ClH:1].[Cl:1][C:2]1[CH:3]=[C:4]([CH2:9][CH2:10][CH2:11][NH2:12])[CH:5]=[CH:6][C:7]=1[Cl:8]. The catalyst class is: 89.